This data is from Reaction yield outcomes from USPTO patents with 853,638 reactions. The task is: Predict the reaction yield, written as a fraction of the theoretical maximum amount of product (1.0 means a 100% yield; for example, 0.34 means a 34% yield). The reactants are F[C:2]1[N:7]=[C:6]([N:8]2[CH2:12][CH2:11][O:10][C:9]2=[O:13])[CH:5]=[CH:4][N:3]=1.[Cl:14][C:15]1[CH:20]=[CH:19][C:18]([C:21]2[N:25]=[C:24]([CH:26]([NH2:28])[CH3:27])[O:23][N:22]=2)=[CH:17][CH:16]=1.CCN(C(C)C)C(C)C. The catalyst is CS(C)=O.CCOC(C)=O. The product is [Cl:14][C:15]1[CH:16]=[CH:17][C:18]([C:21]2[N:25]=[C:24]([CH:26]([NH:28][C:2]3[N:7]=[C:6]([N:8]4[CH2:12][CH2:11][O:10][C:9]4=[O:13])[CH:5]=[CH:4][N:3]=3)[CH3:27])[O:23][N:22]=2)=[CH:19][CH:20]=1. The yield is 0.103.